This data is from Reaction yield outcomes from USPTO patents with 853,638 reactions. The task is: Predict the reaction yield, written as a fraction of the theoretical maximum amount of product (1.0 means a 100% yield; for example, 0.34 means a 34% yield). (1) The reactants are [CH2:1]([O:8][C:9]1[CH:14]=[CH:13][C:12]([CH2:15][C:16](Cl)=O)=[CH:11][CH:10]=1)[C:2]1[CH:7]=[CH:6][CH:5]=[CH:4][CH:3]=1.[P:19]([O:26]CC)([O:23][CH2:24][CH3:25])[O:20][CH2:21][CH3:22].Cl.[NH2:30][OH:31]. The catalyst is C1COCC1. The product is [CH2:1]([O:8][C:9]1[CH:10]=[CH:11][C:12]([CH2:15][C:16]([P:19](=[O:26])([O:23][CH2:24][CH3:25])[O:20][CH2:21][CH3:22])=[N:30][OH:31])=[CH:13][CH:14]=1)[C:2]1[CH:3]=[CH:4][CH:5]=[CH:6][CH:7]=1. The yield is 0.850. (2) The reactants are [F:1][C:2]1[CH:3]=[C:4]([C:8]2[C:12]([CH2:13]O)=[C:11]([CH3:15])[O:10][N:9]=2)[CH:5]=[CH:6][CH:7]=1.[C:16]1(=[O:26])[NH:20][C:19](=[O:21])[C:18]2=[CH:22][CH:23]=[CH:24][CH:25]=[C:17]12.C1(P(C2C=CC=CC=2)C2C=CC=CC=2)C=CC=CC=1.N(C(OCC)=O)=NC(OCC)=O. The product is [F:1][C:2]1[CH:3]=[C:4]([C:8]2[C:12]([CH2:13][N:20]3[C:16](=[O:26])[C:17]4[C:18](=[CH:22][CH:23]=[CH:24][CH:25]=4)[C:19]3=[O:21])=[C:11]([CH3:15])[O:10][N:9]=2)[CH:5]=[CH:6][CH:7]=1. The yield is 0.660. The catalyst is C1COCC1. (3) The reactants are [CH3:1][O:2][C:3]1[CH:8]=[C:7]([N:9]2[CH2:14][CH2:13][N:12]([CH3:15])[CH2:11][CH2:10]2)[C:6]([N+:16]([O-])=O)=[CH:5][C:4]=1[NH:19][C:20]1[N:25]=[C:24]([C:26]2[C:34]3[C:29](=[CH:30][CH:31]=[CH:32][CH:33]=3)[N:28]([CH3:35])[CH:27]=2)[C:23]([CH3:36])=[CH:22][N:21]=1.[NH4+].[Cl-].C(Cl)Cl.CO. The catalyst is C(O)C.O.[Fe]. The product is [CH3:1][O:2][C:3]1[CH:8]=[C:7]([N:9]2[CH2:14][CH2:13][N:12]([CH3:15])[CH2:11][CH2:10]2)[C:6]([NH2:16])=[CH:5][C:4]=1[NH:19][C:20]1[N:25]=[C:24]([C:26]2[C:34]3[C:29](=[CH:30][CH:31]=[CH:32][CH:33]=3)[N:28]([CH3:35])[CH:27]=2)[C:23]([CH3:36])=[CH:22][N:21]=1. The yield is 0.430. (4) The reactants are [CH2:1]([C:5]1[N:6]=[C:7]([CH3:27])[NH:8][C:9](=[O:26])[C:10]=1[CH2:11][C:12]1[CH:17]=[CH:16][C:15]([C:18]2[C:19]([C:24]#[N:25])=[CH:20][CH:21]=[CH:22][CH:23]=2)=[CH:14][CH:13]=1)[CH2:2][CH2:3][CH3:4].N(C(N1CCCCC1)=O)=NC(N1CCCCC1)=O.C(P(CCCC)CCCC)CCC.[CH3:59][O:60][C:61]1[N:66]=[CH:65][C:64]([CH2:67]O)=[CH:63][CH:62]=1. The catalyst is C(OCC)(=O)C.O1CCCC1. The product is [CH2:1]([C:5]1[N:6]=[C:7]([CH3:27])[N:8]([CH2:67][C:64]2[CH:65]=[N:66][C:61]([O:60][CH3:59])=[CH:62][CH:63]=2)[C:9](=[O:26])[C:10]=1[CH2:11][C:12]1[CH:17]=[CH:16][C:15]([C:18]2[C:19]([C:24]#[N:25])=[CH:20][CH:21]=[CH:22][CH:23]=2)=[CH:14][CH:13]=1)[CH2:2][CH2:3][CH3:4]. The yield is 0.810. (5) The reactants are [CH2:1]([C@H:8]([NH:17][C:18](=[O:24])[O:19][C:20]([CH3:23])([CH3:22])[CH3:21])[C@H:9]([OH:16])[CH2:10][NH:11][CH2:12][CH:13]([CH3:15])[CH3:14])[C:2]1[CH:7]=[CH:6][CH:5]=[CH:4][CH:3]=1.C(N([CH2:30][CH3:31])CC)C.C([C:34]1[CH:39]=[CH:38][CH:37]=[CH:36][C:35]=1[S:40](Cl)(=[O:42])=[O:41])=C. The catalyst is ClCCl. The product is [CH2:1]([C@H:8]([NH:17][C:18](=[O:24])[O:19][C:20]([CH3:22])([CH3:21])[CH3:23])[C@H:9]([OH:16])[CH2:10][N:11]([CH2:12][CH:13]([CH3:15])[CH3:14])[S:40]([C:35]1[CH:36]=[CH:37][C:38]([CH:30]=[CH2:31])=[CH:39][CH:34]=1)(=[O:42])=[O:41])[C:2]1[CH:3]=[CH:4][CH:5]=[CH:6][CH:7]=1. The yield is 0.540. (6) The yield is 0.920. The product is [Cl:20][CH2:11][C:4]1[CH:3]=[C:2]([F:1])[C:7]2[O:8][CH2:9][O:10][C:6]=2[CH:5]=1. No catalyst specified. The reactants are [F:1][C:2]1[C:7]2[O:8][CH2:9][O:10][C:6]=2[CH:5]=[C:4]([CH2:11]O)[CH:3]=1.C([O-])(O)=O.[Na+].O=S(Cl)[Cl:20].